This data is from Forward reaction prediction with 1.9M reactions from USPTO patents (1976-2016). The task is: Predict the product of the given reaction. (1) Given the reactants [CH3:1][O:2][C:3]([C:5]1[C:10]([O:11][C:12](=[O:19])[C:13]2[CH:18]=[CH:17][CH:16]=[CH:15][CH:14]=2)=[C:9]([OH:20])[N:8]=[C:7]([CH:21]2[CH2:25][CH2:24][CH2:23][N:22]2C(OC(C)(C)C)=O)[N:6]=1)=[O:4].[C:33](O)(C(F)(F)F)=O.C(Cl)Cl, predict the reaction product. The product is: [C:12]([O:11][C:10]1[C:9](=[O:20])[N:8]([CH3:33])[C:7]([CH:21]2[CH2:25][CH2:24][CH2:23][NH:22]2)=[N:6][C:5]=1[C:3]([O:2][CH3:1])=[O:4])(=[O:19])[C:13]1[CH:14]=[CH:15][CH:16]=[CH:17][CH:18]=1. (2) Given the reactants [CH2:1]([O:3][C:4](=[O:28])[CH2:5][C:6]1([C:9]2[CH:14]=[CH:13][C:12]([C:15]3[CH:20]=[CH:19][C:18]([C:21]4[O:25][N:24]=[C:23]([CH3:26])[C:22]=4[NH2:27])=[CH:17][CH:16]=3)=[CH:11][CH:10]=2)[CH2:8][CH2:7]1)[CH3:2].Br[C:30]1[CH:35]=[CH:34][CH:33]=[C:32]([C:36]2[CH:41]=[CH:40][CH:39]=[CH:38][CH:37]=2)[N:31]=1, predict the reaction product. The product is: [CH2:1]([O:3][C:4](=[O:28])[CH2:5][C:6]1([C:9]2[CH:10]=[CH:11][C:12]([C:15]3[CH:20]=[CH:19][C:18]([C:21]4[O:25][N:24]=[C:23]([CH3:26])[C:22]=4[NH:27][C:30]4[CH:35]=[CH:34][CH:33]=[C:32]([C:36]5[CH:37]=[CH:38][CH:39]=[CH:40][CH:41]=5)[N:31]=4)=[CH:17][CH:16]=3)=[CH:13][CH:14]=2)[CH2:8][CH2:7]1)[CH3:2]. (3) Given the reactants [NH:1]1[C:5]2[CH:6]=[CH:7][CH:8]=[CH:9][C:4]=2[N:3]=[C:2]1[NH:10][C:11]([C:13]1[N:14]=[CH:15][NH:16][C:17]=1[C:18]([NH:20][C:21]1[CH:26]=[CH:25][C:24]([O:27][CH:28]2[CH2:33][CH2:32][N:31](C(OC(C)(C)C)=O)[CH2:30][CH2:29]2)=[CH:23][C:22]=1[Cl:41])=[O:19])=[O:12].Cl, predict the reaction product. The product is: [NH:1]1[C:5]2[CH:6]=[CH:7][CH:8]=[CH:9][C:4]=2[N:3]=[C:2]1[NH:10][C:11]([C:13]1[N:14]=[CH:15][NH:16][C:17]=1[C:18]([NH:20][C:21]1[CH:26]=[CH:25][C:24]([O:27][CH:28]2[CH2:33][CH2:32][NH:31][CH2:30][CH2:29]2)=[CH:23][C:22]=1[Cl:41])=[O:19])=[O:12]. (4) The product is: [C:33]([OH:35])(=[O:34])[CH3:32].[Cl:26][C:27]1[CH:39]=[CH:38][C:30]([O:31][C:32]([CH3:36])([CH3:37])[C:33]([NH:23][CH:20]2[CH2:21][CH2:22][N:17]([CH2:16][C:13]3[CH:14]=[CH:15][N:11]([C:8]4[CH:9]=[CH:10][C:5]([C:4]([F:3])([F:24])[F:25])=[CH:6][CH:7]=4)[CH:12]=3)[CH2:18][CH2:19]2)=[O:34])=[CH:29][CH:28]=1. Given the reactants Cl.Cl.[F:3][C:4]([F:25])([F:24])[C:5]1[CH:10]=[CH:9][C:8]([N:11]2[CH:15]=[CH:14][C:13]([CH2:16][N:17]3[CH2:22][CH2:21][CH:20]([NH2:23])[CH2:19][CH2:18]3)=[CH:12]2)=[CH:7][CH:6]=1.[Cl:26][C:27]1[CH:39]=[CH:38][C:30]([O:31][C:32]([CH3:37])([CH3:36])[C:33]([OH:35])=[O:34])=[CH:29][CH:28]=1.C(N(CC)C(C)C)(C)C.CN(C(ON1N=NC2C=CC=NC1=2)=[N+](C)C)C.F[P-](F)(F)(F)(F)F, predict the reaction product. (5) Given the reactants [F:1][C:2]1[CH:7]=[CH:6][CH:5]=[CH:4][C:3]=1[C:8]1[O:9][C:10](=[O:18])[C:11]2[CH:17]=[CH:16][CH:15]=[CH:14][C:12]=2[N:13]=1.F[C:20]1[CH:21]=[C:22]([CH2:26][CH2:27][NH2:28])[CH:23]=[CH:24][CH:25]=1.Cl, predict the reaction product. The product is: [F:1][C:2]1[CH:7]=[CH:6][CH:5]=[CH:4][C:3]=1[C:8]([NH:13][C:12]1[CH:14]=[CH:15][CH:16]=[CH:17][C:11]=1[C:10]([NH:28][CH2:27][CH2:26][C:22]1[CH:23]=[CH:24][CH:25]=[CH:20][CH:21]=1)=[O:18])=[O:9]. (6) The product is: [CH2:1]([O:8][C:9]1[CH:10]=[C:11]([CH:20]([OH:26])[CH2:21][NH:27][C:28]([CH3:48])([CH3:47])[CH2:29][CH2:30][N:31]2[C:36]3[CH:37]=[C:38]([F:41])[CH:39]=[CH:40][C:35]=3[C:34]([CH2:44][CH3:45])([CH2:42][CH3:43])[O:33][C:32]2=[O:46])[C:12]2[O:17][CH2:16][C:15](=[O:18])[NH:14][C:13]=2[CH:19]=1)[C:2]1[CH:3]=[CH:4][CH:5]=[CH:6][CH:7]=1. Given the reactants [CH2:1]([O:8][C:9]1[CH:10]=[C:11]([C:20](=[O:26])[CH:21](OCC)O)[C:12]2[O:17][CH2:16][C:15](=[O:18])[NH:14][C:13]=2[CH:19]=1)[C:2]1[CH:7]=[CH:6][CH:5]=[CH:4][CH:3]=1.[NH2:27][C:28]([CH3:48])([CH3:47])[CH2:29][CH2:30][N:31]1[C:36]2[CH:37]=[C:38]([F:41])[CH:39]=[CH:40][C:35]=2[C:34]([CH2:44][CH3:45])([CH2:42][CH3:43])[O:33][C:32]1=[O:46].C1COCC1.[BH4-].[Li+], predict the reaction product.